From a dataset of Reaction yield outcomes from USPTO patents with 853,638 reactions. Predict the reaction yield, written as a fraction of the theoretical maximum amount of product (1.0 means a 100% yield; for example, 0.34 means a 34% yield). (1) The reactants are [F:1][C:2]1[CH:7]=[CH:6][CH:5]=[CH:4][C:3]=1[N:8]1[C:12]2=[N:13][C:14]([O:18][CH2:19][C:20]3[N:21]([CH3:25])[N:22]=[CH:23][N:24]=3)=[C:15](Br)[CH:16]=[C:11]2[N:10]=[N:9]1.C([Sn](CCCC)(CCCC)[C:31]1[CH:36]=[CH:35][CH:34]=[CH:33][CH:32]=1)CCC. The catalyst is CN(C=O)C.O.C1C=CC([P]([Pd]([P](C2C=CC=CC=2)(C2C=CC=CC=2)C2C=CC=CC=2)([P](C2C=CC=CC=2)(C2C=CC=CC=2)C2C=CC=CC=2)[P](C2C=CC=CC=2)(C2C=CC=CC=2)C2C=CC=CC=2)(C2C=CC=CC=2)C2C=CC=CC=2)=CC=1. The product is [F:1][C:2]1[CH:7]=[CH:6][CH:5]=[CH:4][C:3]=1[N:8]1[C:12]2=[N:13][C:14]([O:18][CH2:19][C:20]3[N:21]([CH3:25])[N:22]=[CH:23][N:24]=3)=[C:15]([C:31]3[CH:36]=[CH:35][CH:34]=[CH:33][CH:32]=3)[CH:16]=[C:11]2[N:10]=[N:9]1. The yield is 0.520. (2) The reactants are [CH2:1]([C:3]1[S:28][C:6]2[N:7]([CH2:13][C:14]3[CH:19]=[CH:18][C:17]([C:20]4[C:21]([C:26]#[N:27])=[CH:22][CH:23]=[CH:24][CH:25]=4)=[CH:16][CH:15]=3)[C:8](=[O:12])[NH:9][C:10](=[O:11])[C:5]=2[CH:4]=1)[CH3:2].Br[CH2:30][C:31]([C:33]1[CH:38]=[CH:37][C:36]([O:39][C:40]([F:43])([F:42])[F:41])=[CH:35][CH:34]=1)=[O:32].[H-].[Na+].[Cl-].O[NH3+:48].[C:49](=[O:52])([O-])[OH:50].[Na+]. The catalyst is C(OCC)(=O)C.CS(C)=O.C(Cl)(Cl)Cl.CN(C)C=O. The product is [CH2:1]([C:3]1[S:28][C:6]2[N:7]([CH2:13][C:14]3[CH:19]=[CH:18][C:17]([C:20]4[CH:25]=[CH:24][CH:23]=[CH:22][C:21]=4[C:26]4[NH:48][C:49](=[O:52])[O:50][N:27]=4)=[CH:16][CH:15]=3)[C:8](=[O:12])[N:9]([CH2:30][C:31](=[O:32])[C:33]3[CH:38]=[CH:37][C:36]([O:39][C:40]([F:43])([F:42])[F:41])=[CH:35][CH:34]=3)[C:10](=[O:11])[C:5]=2[CH:4]=1)[CH3:2]. The yield is 0.0800. (3) The reactants are [OH-].[Na+].[CH3:3][C:4]1[O:8][C:7]([C:9]2[CH:14]=[CH:13][CH:12]=[CH:11][CH:10]=2)=[N:6][C:5]=1[CH2:15][CH2:16][O:17][C:18]1[CH:39]=[CH:38][C:21]([CH2:22][O:23]/[N:24]=[C:25](/[C:32]2[CH:37]=[CH:36][CH:35]=[CH:34][CH:33]=2)\[CH2:26][CH2:27][C:28]([O:30]C)=[O:29])=[CH:20][CH:19]=1.CO.Cl. The catalyst is O1CCCC1. The product is [CH3:3][C:4]1[O:8][C:7]([C:9]2[CH:10]=[CH:11][CH:12]=[CH:13][CH:14]=2)=[N:6][C:5]=1[CH2:15][CH2:16][O:17][C:18]1[CH:19]=[CH:20][C:21]([CH2:22][O:23]/[N:24]=[C:25](/[C:32]2[CH:37]=[CH:36][CH:35]=[CH:34][CH:33]=2)\[CH2:26][CH2:27][C:28]([OH:30])=[O:29])=[CH:38][CH:39]=1. The yield is 0.990. (4) The reactants are [NH2:1][C:2]1[S:3][C:4]([C:8]([O:10][CH2:11][CH3:12])=[O:9])=[C:5]([CH3:7])[N:6]=1.[Cl:13][C:14]1[S:18][C:17]([S:19](Cl)(=[O:21])=[O:20])=[CH:16][C:15]=1[C:23]1[CH:28]=[C:27]([F:29])[CH:26]=[CH:25][C:24]=1[F:30]. No catalyst specified. The product is [Cl:13][C:14]1[S:18][C:17]([S:19]([NH:1][C:2]2[S:3][C:4]([C:8]([O:10][CH2:11][CH3:12])=[O:9])=[C:5]([CH3:7])[N:6]=2)(=[O:21])=[O:20])=[CH:16][C:15]=1[C:23]1[CH:28]=[C:27]([F:29])[CH:26]=[CH:25][C:24]=1[F:30]. The yield is 0.200. (5) The reactants are [Cl:1][C:2]1[CH:9]=[C:8]([OH:10])[C:7]([O:11][CH3:12])=[CH:6][C:3]=1[CH:4]=[O:5].Br[CH2:14][C:15]1[CH:20]=[CH:19][C:18]([C:21]([F:24])([F:23])[F:22])=[CH:17][C:16]=1[C:25]([F:28])([F:27])[F:26].C(=O)([O-])[O-].[K+].[K+].O. The catalyst is CN(C)C=O. The product is [F:26][C:25]([F:27])([F:28])[C:16]1[CH:17]=[C:18]([C:21]([F:24])([F:22])[F:23])[CH:19]=[CH:20][C:15]=1[CH2:14][O:10][C:8]1[C:7]([O:11][CH3:12])=[CH:6][C:3]([CH:4]=[O:5])=[C:2]([Cl:1])[CH:9]=1. The yield is 6.50. (6) The reactants are [CH2:1]1[C:3]2([CH2:7][C:6](=[O:8])[O:5][CH2:4]2)[CH2:2]1.CN(C)C(=O)C.[CH3:15][O-:16].[Na+].[Cl-].[NH4+]. The catalyst is CO.O. The product is [CH3:15][O:16][C:6](=[O:8])[CH2:7][C:3]1([CH2:4][OH:5])[CH2:1][CH2:2]1. The yield is 0.470. (7) The reactants are [Si]([O:8][C@@H:9]([CH2:45][O:46][CH3:47])[CH2:10][O:11][C:12]1[C:16]([CH3:17])=[C:15]([NH:18][C:19]([NH:21][C@H:22]2[C@H:26]([C:27]3[CH:32]=[CH:31][C:30]([F:33])=[C:29]([F:34])[CH:28]=3)[CH2:25][N:24]([CH2:35][CH2:36][O:37][CH3:38])[CH2:23]2)=[O:20])[N:14]([C:39]2[CH:44]=[CH:43][CH:42]=[CH:41][CH:40]=2)[N:13]=1)(C(C)(C)C)(C)C.Cl. The catalyst is C1COCC1. The product is [F:34][C:29]1[CH:28]=[C:27]([C@@H:26]2[CH2:25][N:24]([CH2:35][CH2:36][O:37][CH3:38])[CH2:23][C@H:22]2[NH:21][C:19]([NH:18][C:15]2[N:14]([C:39]3[CH:40]=[CH:41][CH:42]=[CH:43][CH:44]=3)[N:13]=[C:12]([O:11][CH2:10][C@@H:9]([OH:8])[CH2:45][O:46][CH3:47])[C:16]=2[CH3:17])=[O:20])[CH:32]=[CH:31][C:30]=1[F:33]. The yield is 0.700.